From a dataset of Forward reaction prediction with 1.9M reactions from USPTO patents (1976-2016). Predict the product of the given reaction. (1) Given the reactants [NH2:1][C:2]1[CH:12]=[CH:11][C:5]([C:6](OCC)=[O:7])=[CH:4][C:3]=1[I:13].[H-].C([Al+]CC(C)C)C(C)C, predict the reaction product. The product is: [NH2:1][C:2]1[CH:12]=[CH:11][C:5]([CH2:6][OH:7])=[CH:4][C:3]=1[I:13]. (2) Given the reactants Cl[C:2]1[N:3]([CH2:28][CH2:29][CH3:30])[C:4](=[O:27])[C:5]2[NH:6][C:7]([C:11]3[CH:12]=[N:13][N:14]([CH2:16][C:17]4[CH:22]=[CH:21][CH:20]=[C:19]([C:23]([F:26])([F:25])[F:24])[CH:18]=4)[CH:15]=3)=[N:8][C:9]=2[N:10]=1.[C-]#N.[Na+].[Na+].[I-].[CH3:36][N:37](C=O)C, predict the reaction product. The product is: [O:27]=[C:4]1[N:3]([CH2:28][CH2:29][CH3:30])[C:2]([C:36]#[N:37])=[N:10][C:9]2[N:8]=[C:7]([C:11]3[CH:12]=[N:13][N:14]([CH2:16][C:17]4[CH:22]=[CH:21][CH:20]=[C:19]([C:23]([F:26])([F:25])[F:24])[CH:18]=4)[CH:15]=3)[NH:6][C:5]1=2. (3) Given the reactants Br[C:2]1[C:3]2[N:4]([C:15](=[O:18])[NH:16][N:17]=2)[CH:5]=[CH:6][C:7]=1[C:8]1[CH:13]=[CH:12][C:11]([Cl:14])=[CH:10][CH:9]=1.Br[CH2:20][C:21]1[C:22]([CH3:32])=[N+:23]([O-:31])[C:24]([C:27]([F:30])([F:29])[F:28])=[CH:25][CH:26]=1.C(=O)([O-])[O-].[K+].[K+], predict the reaction product. The product is: [Cl:14][C:11]1[CH:12]=[CH:13][C:8]([C:7]2[CH:6]=[CH:5][N:4]3[C:15](=[O:18])[N:16]([CH2:20][C:21]4[C:22]([CH3:32])=[N+:23]([O-:31])[C:24]([C:27]([F:30])([F:29])[F:28])=[CH:25][CH:26]=4)[N:17]=[C:3]3[C:2]=2[C:7]2[CH:6]=[CH:5][N:4]=[CH:3][CH:2]=2)=[CH:9][CH:10]=1. (4) Given the reactants [I:1][C:2]1[C:10]2[CH:9]=[C:8]([C:11]3[CH:16]=[CH:15][CH:14]=[CH:13][CH:12]=3)[N:7]=[N:6][C:5]=2[NH:4][CH:3]=1.[C:17]1([S:23](Cl)(=[O:25])=[O:24])[CH:22]=[CH:21][CH:20]=[CH:19][CH:18]=1, predict the reaction product. The product is: [I:1][C:2]1[C:10]2[CH:9]=[C:8]([C:11]3[CH:16]=[CH:15][CH:14]=[CH:13][CH:12]=3)[N:7]=[N:6][C:5]=2[N:4]([S:23]([C:17]2[CH:22]=[CH:21][CH:20]=[CH:19][CH:18]=2)(=[O:25])=[O:24])[CH:3]=1. (5) Given the reactants [CH3:1][O:2][C:3](=[O:18])[CH2:4][C:5]1[C:6]([F:17])=[CH:7][CH:8]=[C:9]2[C:14]=1[N:13]=[C:12]([O:15][CH3:16])[CH:11]=[CH:10]2.[Li+].C[Si]([N-][Si](C)(C)C)(C)C.Br[CH2:30][C:31]#[N:32], predict the reaction product. The product is: [CH3:1][O:2][C:3](=[O:18])[CH:4]([C:5]1[C:6]([F:17])=[CH:7][CH:8]=[C:9]2[C:14]=1[N:13]=[C:12]([O:15][CH3:16])[CH:11]=[CH:10]2)[CH2:30][C:31]#[N:32]. (6) Given the reactants [Cl:1][C:2]1[CH:3]=[CH:4][C:5]2[N:9]=[C:8]([C:10]3[CH:11]=[N:12][CH:13]=[CH:14][C:15]=3[CH:16]=[O:17])[N:7]([CH3:18])[C:6]=2[CH:19]=1.[BH4-].[Na+], predict the reaction product. The product is: [Cl:1][C:2]1[CH:3]=[CH:4][C:5]2[N:9]=[C:8]([C:10]3[CH:11]=[N:12][CH:13]=[CH:14][C:15]=3[CH2:16][OH:17])[N:7]([CH3:18])[C:6]=2[CH:19]=1. (7) The product is: [CH2:17]([N:18]([CH2:21][C:22]1[CH:23]=[CH:24][CH:25]=[CH:26][CH:27]=1)[C:10]([C:4]1[CH:5]=[C:6]([C:7]([OH:9])=[O:8])[N:1]=[CH:2][N:3]=1)=[O:12])[C:22]1[CH:27]=[CH:26][CH:25]=[CH:24][CH:23]=1. Given the reactants [N:1]1[C:6]([C:7]([OH:9])=[O:8])=[CH:5][C:4]([C:10]([OH:12])=O)=[N:3][CH:2]=1.S(Cl)(Cl)=O.[CH3:17][N:18]([CH3:21])C=O.[C:22]1(C)[CH:27]=[CH:26][CH:25]=[CH:24][CH:23]=1, predict the reaction product.